The task is: Predict the reactants needed to synthesize the given product.. This data is from Full USPTO retrosynthesis dataset with 1.9M reactions from patents (1976-2016). (1) Given the product [Cl:15][C:8]1[S:9][C:5]2[C:4]([F:12])=[CH:3][C:2]([F:1])=[CH:11][C:6]=2[N:7]=1, predict the reactants needed to synthesize it. The reactants are: [F:1][C:2]1[CH:3]=[C:4]([F:12])[C:5]2[S:9][C:8](S)=[N:7][C:6]=2[CH:11]=1.S(Cl)([Cl:15])=O. (2) Given the product [OH:19][CH2:3][C:1]1[O:10][N:8]=[C:11]([C:12]([O:14][CH2:15][CH3:16])=[O:13])[CH:2]=1, predict the reactants needed to synthesize it. The reactants are: [C:1]([CH:3]1CCCC1)#[CH:2].[N+:8]([CH2:11][C:12]([O:14][CH2:15][CH3:16])=[O:13])([O-:10])=O.C([OH:19])C. (3) Given the product [Br:5][C:6]1[C:11]([N:12]([CH2:3][O:2][CH3:1])[S:13]([C:16]2[CH:21]=[CH:20][C:19]([Cl:22])=[C:18]([CH3:23])[CH:17]=2)(=[O:15])=[O:14])=[CH:10][C:9]([Cl:24])=[CH:8][N:7]=1, predict the reactants needed to synthesize it. The reactants are: [CH3:1][O:2][CH2:3]Cl.[Br:5][C:6]1[C:11]([NH:12][S:13]([C:16]2[CH:21]=[CH:20][C:19]([Cl:22])=[C:18]([CH3:23])[CH:17]=2)(=[O:15])=[O:14])=[CH:10][C:9]([Cl:24])=[CH:8][N:7]=1.C(=O)([O-])[O-].[K+].[K+]. (4) The reactants are: C(O)CO.[Cl:5][C:6]1[S:10][C:9]([C:11]([NH:13][C:14]2[CH:22]=[CH:21][CH:20]=[C:19]3[C:15]=2[C:16](=[O:31])[N:17]([CH2:23][C:24]2[CH:29]=[CH:28][C:27](I)=[CH:26][CH:25]=2)[CH2:18]3)=[O:12])=[CH:8][CH:7]=1.[NH2:32][CH2:33][CH2:34][OH:35].P([O-])([O-])([O-])=O.[K+].[K+].[K+]. Given the product [Cl:5][C:6]1[S:10][C:9]([C:11]([NH:13][C:14]2[CH:22]=[CH:21][CH:20]=[C:19]3[C:15]=2[C:16](=[O:31])[N:17]([CH2:23][C:24]2[CH:29]=[CH:28][C:27]([NH:32][CH2:33][CH2:34][OH:35])=[CH:26][CH:25]=2)[CH2:18]3)=[O:12])=[CH:8][CH:7]=1, predict the reactants needed to synthesize it. (5) Given the product [Cl:1][C:2]1[N:3]=[CH:4][C:5]2[C:10]([CH3:11])=[C:9]([C:12]3[C:17]([Cl:33])=[CH:16][CH:15]=[CH:14][C:13]=3[Cl:18])[N:8]([CH2:19][C@@H:20]3[CH2:25][CH2:24][CH2:23][N:22]([C:26]([O:28][C:29]([CH3:32])([CH3:31])[CH3:30])=[O:27])[CH2:21]3)[C:6]=2[N:7]=1, predict the reactants needed to synthesize it. The reactants are: [Cl:1][C:2]1[N:3]=[CH:4][C:5]2[C:10]([CH3:11])=[C:9]([C:12]3[CH:17]=[CH:16][CH:15]=[CH:14][C:13]=3[Cl:18])[N:8]([CH2:19][C@@H:20]3[CH2:25][CH2:24][CH2:23][N:22]([C:26]([O:28][C:29]([CH3:32])([CH3:31])[CH3:30])=[O:27])[CH2:21]3)[C:6]=2[N:7]=1.[Cl:33]C1C=CC=C(Cl)C=1C#CC. (6) Given the product [CH3:18][C:17]([C:15]1[CH:14]=[CH:13][N:12]2[C:8]([C:6]3[CH:5]=[CH:4][N:3]=[C:2]([C:33]4[CH:38]=[CH:37][N:36]=[CH:35][CH:34]=4)[N:7]=3)=[CH:9][N:10]=[C:11]2[N:16]=1)([O:19][Si:20]([CH2:25][CH3:26])([CH2:23][CH3:24])[CH2:21][CH3:22])[CH3:27], predict the reactants needed to synthesize it. The reactants are: Cl[C:2]1[N:7]=[C:6]([C:8]2[N:12]3[CH:13]=[CH:14][C:15]([C:17]([CH3:27])([O:19][Si:20]([CH2:25][CH3:26])([CH2:23][CH3:24])[CH2:21][CH3:22])[CH3:18])=[N:16][C:11]3=[N:10][CH:9]=2)[CH:5]=[CH:4][N:3]=1.C([Sn](CCCC)(CCCC)[C:33]1[CH:38]=[CH:37][N:36]=[CH:35][CH:34]=1)CCC.